From a dataset of Catalyst prediction with 721,799 reactions and 888 catalyst types from USPTO. Predict which catalyst facilitates the given reaction. (1) Reactant: Br[CH2:2][CH2:3][CH2:4][CH2:5][O:6][C:7]1[CH:12]=[CH:11][CH:10]=[CH:9][C:8]=1/[CH:13]=[CH:14]/[CH:15]([CH2:28][C:29]1[CH:34]=[CH:33][C:32]([C:35]#[N:36])=[CH:31][CH:30]=1)[CH2:16][CH2:17][C:18]1[CH:27]=[CH:26][C:21]([C:22]([O:24][CH3:25])=[O:23])=[CH:20][CH:19]=1.[F:37][C:38]([F:47])([F:46])[C:39]1[CH:44]=[CH:43][C:42]([OH:45])=[CH:41][CH:40]=1.C(=O)([O-])[O-].[K+].[K+]. Product: [C:35]([C:32]1[CH:33]=[CH:34][C:29]([CH2:28][CH:15](/[CH:14]=[CH:13]/[C:8]2[CH:9]=[CH:10][CH:11]=[CH:12][C:7]=2[O:6][CH2:5][CH2:4][CH2:3][CH2:2][O:45][C:42]2[CH:43]=[CH:44][C:39]([C:38]([F:37])([F:46])[F:47])=[CH:40][CH:41]=2)[CH2:16][CH2:17][C:18]2[CH:27]=[CH:26][C:21]([C:22]([O:24][CH3:25])=[O:23])=[CH:20][CH:19]=2)=[CH:30][CH:31]=1)#[N:36]. The catalyst class is: 10. (2) Reactant: [CH3:1][N:2]1[C:6]([CH3:7])=[C:5]([OH:8])[C:4]([CH3:9])=[N:3]1.CN(C=O)C.O1CCOCC1.[H-].[Na+].[Br:23][C:24]1[CH:25]=[C:26]([N+]([O-])=O)[C:27]([C:30]#[N:31])=[N:28][CH:29]=1. Product: [Br:23][C:24]1[CH:25]=[C:26]([O:8][C:5]2[C:4]([CH3:9])=[N:3][N:2]([CH3:1])[C:6]=2[CH3:7])[C:27]([C:30]#[N:31])=[N:28][CH:29]=1. The catalyst class is: 6. (3) Reactant: [OH:1][C:2]1[C:11]2[C:6](=[CH:7][CH:8]=[CH:9][CH:10]=2)[C:5]([C:12]([OH:14])=[O:13])=[CH:4][CH:3]=1.S(=O)(=O)(O)O.[CH3:20]O. Product: [OH:1][C:2]1[C:11]2[C:6](=[CH:7][CH:8]=[CH:9][CH:10]=2)[C:5]([C:12]([O:14][CH3:20])=[O:13])=[CH:4][CH:3]=1. The catalyst class is: 69. (4) Reactant: [CH3:1][P:2](=[O:7])([O:5]C)[O:3][CH3:4].C([Li])C[CH2:10][CH3:11].[CH3:13]CCCCC.[CH2:19]([O:26][C:27]1[CH:34]=[CH:33][C:32]([CH2:35][C:36]2[CH:41]=[CH:40][C:39]([CH2:42][CH3:43])=[CH:38][CH:37]=2)=[CH:31][C:28]=1[CH2:29]Cl)[C:20]1[CH:25]=[CH:24][CH:23]=[CH:22][CH:21]=1. Product: [CH2:4]([O:3][P:2]([CH2:1][CH2:29][C:28]1[CH:31]=[C:32]([CH2:35][C:36]2[CH:41]=[CH:40][C:39]([CH2:42][CH3:43])=[CH:38][CH:37]=2)[CH:33]=[CH:34][C:27]=1[O:26][CH2:19][C:20]1[CH:25]=[CH:24][CH:23]=[CH:22][CH:21]=1)(=[O:7])[O:5][CH2:10][CH3:11])[CH3:13]. The catalyst class is: 1. (5) Reactant: [N+:1]([C:4]1[CH:9]=[CH:8][C:7]([CH2:10][C:11]([OH:13])=O)=[CH:6][CH:5]=1)([O-:3])=[O:2].[NH:14]1[CH2:19][CH2:18][O:17][CH2:16][CH2:15]1.C(=O)(O)[O-].[Na+]. Product: [N:14]1([C:11](=[O:13])[CH2:10][C:7]2[CH:6]=[CH:5][C:4]([N+:1]([O-:3])=[O:2])=[CH:9][CH:8]=2)[CH2:19][CH2:18][O:17][CH2:16][CH2:15]1. The catalyst class is: 7. (6) Reactant: [Cl:1][C:2]1[CH:3]=[C:4]([NH:17][C:18]2[C:19]3[CH:26]=[C:25]([C:27]#[CH:28])[S:24][C:20]=3[N:21]=[CH:22][N:23]=2)[CH:5]=[CH:6][C:7]=1[O:8][CH2:9][C:10]1[CH:15]=[CH:14][CH:13]=[C:12]([F:16])[CH:11]=1.Br[C:30]1[S:31][CH:32]=[CH:33][N:34]=1.C(N(CC)CC)C. Product: [Cl:1][C:2]1[CH:3]=[C:4]([NH:17][C:18]2[C:19]3[CH:26]=[C:25]([C:27]#[C:28][C:30]4[S:31][CH:32]=[CH:33][N:34]=4)[S:24][C:20]=3[N:21]=[CH:22][N:23]=2)[CH:5]=[CH:6][C:7]=1[O:8][CH2:9][C:10]1[CH:15]=[CH:14][CH:13]=[C:12]([F:16])[CH:11]=1. The catalyst class is: 516. (7) Reactant: [Br:1][C:2]1[CH:3]=[C:4]2[C:9](=[CH:10][CH:11]=1)[N:8]=[CH:7][N:6]=[C:5]2Cl.[CH3:13][C:14]1[CH:22]=[CH:21][C:20](B2OC(C)(C)C(C)(C)O2)=[CH:19][C:15]=1[C:16]([OH:18])=[O:17].[O-]P([O-])([O-])=O.[K+].[K+].[K+]. Product: [Br:1][C:2]1[CH:3]=[C:4]2[C:9](=[CH:10][CH:11]=1)[N:8]=[CH:7][N:6]=[C:5]2[C:20]1[CH:21]=[CH:22][C:14]([CH3:13])=[C:15]([CH:19]=1)[C:16]([OH:18])=[O:17]. The catalyst class is: 235. (8) Reactant: [N:1]([CH2:4][C:5]1[N:6]=[C:7]([N:10]2[CH2:13][CH:12]([O:14][Si:15]([C:28]([CH3:31])([CH3:30])[CH3:29])([C:22]3[CH:27]=[CH:26][CH:25]=[CH:24][CH:23]=3)[C:16]3[CH:21]=[CH:20][CH:19]=[CH:18][CH:17]=3)[CH2:11]2)[S:8][CH:9]=1)=[N+]=[N-].Cl[C:33]([O:35][CH2:36][C:37]1[CH:42]=[CH:41][C:40]([N+:43]([O-:45])=[O:44])=[CH:39][CH:38]=1)=[O:34].C(N(CC)CC)C. Product: [Si:15]([O:14][CH:12]1[CH2:13][N:10]([C:7]2[S:8][CH:9]=[C:5]([CH2:4][NH:1][C:33]([O:35][CH2:36][C:37]3[CH:38]=[CH:39][C:40]([N+:43]([O-:45])=[O:44])=[CH:41][CH:42]=3)=[O:34])[N:6]=2)[CH2:11]1)([C:28]([CH3:31])([CH3:30])[CH3:29])([C:22]1[CH:27]=[CH:26][CH:25]=[CH:24][CH:23]=1)[C:16]1[CH:21]=[CH:20][CH:19]=[CH:18][CH:17]=1. The catalyst class is: 105. (9) Reactant: Br[C:2]1[CH:3]=[C:4]([CH:13]=[CH:14][C:15]=1[F:16])[O:5][Si](C(C)(C)C)(C)C.[Li]C(C)(C)C.[CH3:22][N:23]([CH2:25][CH:26]1[C:32](=[O:33])[CH2:31][CH:30]2[CH2:34][CH:27]1[CH2:28][CH2:29]2)[CH3:24]. Product: [CH3:24][N:23]([CH2:25][CH:26]1[C:32]([C:2]2[CH:3]=[C:4]([OH:5])[CH:13]=[CH:14][C:15]=2[F:16])([OH:33])[CH2:31][CH:30]2[CH2:34][CH:27]1[CH2:28][CH2:29]2)[CH3:22]. The catalyst class is: 134.